This data is from Full USPTO retrosynthesis dataset with 1.9M reactions from patents (1976-2016). The task is: Predict the reactants needed to synthesize the given product. (1) Given the product [Cl:1][C:2]1[N:7]=[C:6]([N:13]2[CH2:12][CH2:11][N:10]([C:16]([O:18][C:19]([CH3:22])([CH3:21])[CH3:20])=[O:17])[CH2:15][CH2:14]2)[C:5]([CH3:9])=[CH:4][N:3]=1, predict the reactants needed to synthesize it. The reactants are: [Cl:1][C:2]1[N:7]=[C:6](Cl)[C:5]([CH3:9])=[CH:4][N:3]=1.[N:10]1([C:16]([O:18][C:19]([CH3:22])([CH3:21])[CH3:20])=[O:17])[CH2:15][CH2:14][NH:13][CH2:12][CH2:11]1.CCN(C(C)C)C(C)C. (2) Given the product [Br:1][C:2]1[CH:3]=[CH:4][C:5]([O:32][CH2:33][C:34]([C:37]([OH:39])=[O:38])([CH3:36])[CH3:35])=[C:6]([CH:8]2[C:13]3([C:21]4[C:16](=[CH:17][C:18]([Cl:22])=[CH:19][CH:20]=4)[NH:15][C:14]3=[O:23])[CH:12]([C:24]3[CH:29]=[CH:28][CH:27]=[C:26]([Cl:30])[CH:25]=3)[CH2:11][C:10](=[O:31])[NH:9]2)[CH:7]=1, predict the reactants needed to synthesize it. The reactants are: [Br:1][C:2]1[CH:3]=[CH:4][C:5]([O:32][CH2:33][C:34]([C:37]([O:39]C)=[O:38])([CH3:36])[CH3:35])=[C:6]([CH:8]2[C:13]3([C:21]4[C:16](=[CH:17][C:18]([Cl:22])=[CH:19][CH:20]=4)[NH:15][C:14]3=[O:23])[CH:12]([C:24]3[CH:29]=[CH:28][CH:27]=[C:26]([Cl:30])[CH:25]=3)[CH2:11][C:10](=[O:31])[NH:9]2)[CH:7]=1.[OH-].[Na+]. (3) Given the product [C:1]([O:5][C:6]([N:8]([CH3:10])[NH:9][C:16]1[CH:15]=[CH:14][CH:13]=[C:12]([Cl:11])[C:17]=1[Cl:18])=[O:7])([CH3:4])([CH3:3])[CH3:2], predict the reactants needed to synthesize it. The reactants are: [C:1]([O:5][C:6]([N:8]([CH3:10])[NH2:9])=[O:7])([CH3:4])([CH3:3])[CH3:2].[Cl:11][C:12]1[C:17]([Cl:18])=[CH:16][CH:15]=[CH:14][C:13]=1B(O)O.C(N(CC)CC)C. (4) Given the product [CH2:7]([C:6]1[S:5][C:4]([C:9](=[O:21])[CH2:10][CH2:11][C:12]2[CH:17]=[C:16]([CH3:18])[C:15]([OH:19])=[C:14]([CH3:20])[CH:13]=2)=[CH:3][C:2]=1[C:25]1[CH:26]=[CH:27][CH:28]=[CH:29][C:24]=1[CH2:22][CH3:23])[CH3:8], predict the reactants needed to synthesize it. The reactants are: Br[C:2]1[CH:3]=[C:4]([C:9](=[O:21])[CH2:10][CH2:11][C:12]2[CH:17]=[C:16]([CH3:18])[C:15]([OH:19])=[C:14]([CH3:20])[CH:13]=2)[S:5][C:6]=1[CH2:7][CH3:8].[CH2:22]([C:24]1[CH:29]=[CH:28][CH:27]=[CH:26][C:25]=1B(O)O)[CH3:23].